The task is: Predict which catalyst facilitates the given reaction.. This data is from Catalyst prediction with 721,799 reactions and 888 catalyst types from USPTO. (1) Reactant: [CH3:1][C:2]1[O:3][CH:4]=[CH:5][C:6]=1[C:7]1[C:12]([C:13]2[CH:18]=[CH:17][CH:16]=[CH:15][N:14]=2)=[CH:11][N:10]=[C:9]([N:19]2[CH2:24][CH2:23][CH2:22][CH:21]([CH3:25])[CH2:20]2)[N:8]=1.[ClH:26]. Product: [ClH:26].[CH3:1][C:2]1[O:3][CH:4]=[CH:5][C:6]=1[C:7]1[C:12]([C:13]2[CH:18]=[CH:17][CH:16]=[CH:15][N:14]=2)=[CH:11][N:10]=[C:9]([N:19]2[CH2:24][CH2:23][CH2:22][CH:21]([CH3:25])[CH2:20]2)[N:8]=1. The catalyst class is: 4. (2) Reactant: [C:1]1([CH:7]([C:13]2[CH:18]=[CH:17][CH:16]=[CH:15][CH:14]=2)[CH2:8][CH2:9][C:10]([OH:12])=O)[CH:6]=[CH:5][CH:4]=[CH:3][CH:2]=1.C(Cl)CCl.C1C=CC2N(O)N=NC=2C=1.[NH2:33][C:34]1[CH:39]=[CH:38][CH:37]=[CH:36][N:35]=1. Product: [C:13]1([CH:7]([C:1]2[CH:2]=[CH:3][CH:4]=[CH:5][CH:6]=2)[CH2:8][CH2:9][C:10]([NH:33][C:34]2[CH:39]=[CH:38][CH:37]=[CH:36][N:35]=2)=[O:12])[CH:18]=[CH:17][CH:16]=[CH:15][CH:14]=1. The catalyst class is: 236.